Dataset: Catalyst prediction with 721,799 reactions and 888 catalyst types from USPTO. Task: Predict which catalyst facilitates the given reaction. (1) Reactant: [CH3:1][O:2][C:3](=[O:30])[C:4]([O:9][C:10]1[CH:15]=[CH:14][C:13]([Cl:16])=[CH:12][C:11]=1/[CH:17]=[C:18]1\[C:19](=[O:29])[NH:20][C:21]2[C:26]\1=[CH:25][C:24]([F:27])=[C:23]([Cl:28])[CH:22]=2)([CH2:7][CH3:8])[CH2:5][CH3:6].[C:31]([O:35][C:36](O[C:36]([O:35][C:31]([CH3:34])([CH3:33])[CH3:32])=[O:37])=[O:37])([CH3:34])([CH3:33])[CH3:32]. Product: [C:31]([O:35][C:36]([N:20]1[C:21]2[C:26](=[CH:25][C:24]([F:27])=[C:23]([Cl:28])[CH:22]=2)/[C:18](=[CH:17]/[C:11]2[CH:12]=[C:13]([Cl:16])[CH:14]=[CH:15][C:10]=2[O:9][C:4]([CH2:5][CH3:6])([C:3]([O:2][CH3:1])=[O:30])[CH2:7][CH3:8])/[C:19]1=[O:29])=[O:37])([CH3:34])([CH3:33])[CH3:32]. The catalyst class is: 112. (2) Reactant: [CH2:1]([O:3][C:4](=[O:18])[CH2:5][CH:6]1[O:10][B:9]([OH:11])[C:8]2[CH:12]=[C:13]([OH:17])[CH:14]=[C:15]([CH3:16])[C:7]1=2)[CH3:2].Cl[C:20]1[CH:25]=[N:24][C:23]([C:26]([O:28][CH3:29])=[O:27])=[CH:22][N:21]=1.[H-].[Na+].Cl. Product: [CH3:29][O:28][C:26]([C:23]1[CH:22]=[N:21][C:20]([O:17][C:13]2[CH:14]=[C:15]([CH3:16])[C:7]3[CH:6]([CH2:5][C:4]([O:3][CH2:1][CH3:2])=[O:18])[O:10][B:9]([OH:11])[C:8]=3[CH:12]=2)=[CH:25][N:24]=1)=[O:27]. The catalyst class is: 3. (3) Reactant: [CH2:1]([O:3][C:4](=[O:39])[CH2:5][CH2:6][CH2:7][O:8][C:9]1[CH:14]=[CH:13][CH:12]=[C:11]([CH2:15][CH2:16][CH2:17][CH2:18][CH2:19][CH2:20][O:21][C:22]2[CH:27]=[C:26]([O:28][CH2:29][CH3:30])[CH:25]=[C:24](Br)[CH:23]=2)[C:10]=1[CH2:32][CH2:33][C:34]([O:36][CH2:37][CH3:38])=[O:35])[CH3:2].[N:40]1[CH:45]=[C:44](B(O)O)[CH:43]=[N:42][CH:41]=1.C(=O)([O-])[O-].[Cs+].[Cs+]. Product: [CH2:1]([O:3][C:4](=[O:39])[CH2:5][CH2:6][CH2:7][O:8][C:9]1[CH:14]=[CH:13][CH:12]=[C:11]([CH2:15][CH2:16][CH2:17][CH2:18][CH2:19][CH2:20][O:21][C:22]2[CH:23]=[C:24]([C:44]3[CH:45]=[N:40][CH:41]=[N:42][CH:43]=3)[CH:25]=[C:26]([O:28][CH2:29][CH3:30])[CH:27]=2)[C:10]=1[CH2:32][CH2:33][C:34]([O:36][CH2:37][CH3:38])=[O:35])[CH3:2]. The catalyst class is: 140. (4) Reactant: [H-].[Na+].[F:3][C:4]1[CH:9]=[CH:8][CH:7]=[CH:6][C:5]=1[C:10]1[N:11]=[N:12][N:13]2[C:22]3[C:17](=[CH:18][CH:19]=[CH:20][CH:21]=3)[C:16]([N:23]3[CH2:28][CH2:27][CH:26]([OH:29])[CH2:25][CH2:24]3)=[N:15][C:14]=12.[CH3:30]I. Product: [F:3][C:4]1[CH:9]=[CH:8][CH:7]=[CH:6][C:5]=1[C:10]1[N:11]=[N:12][N:13]2[C:22]3[C:17](=[CH:18][CH:19]=[CH:20][CH:21]=3)[C:16]([N:23]3[CH2:24][CH2:25][CH:26]([O:29][CH3:30])[CH2:27][CH2:28]3)=[N:15][C:14]=12. The catalyst class is: 395. (5) Reactant: [C:1]([O:5][C:6]([N:8]1[CH2:13][CH2:12][C:11]([CH2:16][C:17]2[CH:22]=[CH:21][C:20]([F:23])=[CH:19][CH:18]=2)([CH2:14][OH:15])[CH2:10][CH2:9]1)=[O:7])([CH3:4])([CH3:3])[CH3:2].C(N(CC)CC)C.[CH3:31][S:32](Cl)(=[O:34])=[O:33]. Product: [C:1]([O:5][C:6]([N:8]1[CH2:9][CH2:10][C:11]([CH2:16][C:17]2[CH:18]=[CH:19][C:20]([F:23])=[CH:21][CH:22]=2)([CH2:14][O:15][S:32]([CH3:31])(=[O:34])=[O:33])[CH2:12][CH2:13]1)=[O:7])([CH3:4])([CH3:2])[CH3:3]. The catalyst class is: 2. (6) Reactant: [OH:1][C:2]1[CH:3]=[C:4]([C:8](=[O:10])[CH3:9])[CH:5]=[CH:6][CH:7]=1.C(=O)([O-])[O-].[K+].[K+].[CH3:17][CH:18](I)[CH3:19]. Product: [CH3:17][CH:18]([O:1][C:2]1[CH:3]=[C:4]([C:8](=[O:10])[CH3:9])[CH:5]=[CH:6][CH:7]=1)[CH3:19]. The catalyst class is: 21. (7) Reactant: [Cl-].O[NH3+:3].[C:4](=[O:7])([O-])[OH:5].[Na+].CS(C)=O.[CH2:13]([C:17]1[N:18]=[C:19]([CH3:49])[N:20]([C:40]2[CH:45]=[CH:44][CH:43]=[C:42]([CH:46]([OH:48])[CH3:47])[CH:41]=2)[C:21](=[O:39])[C:22]=1[CH2:23][C:24]1[CH:29]=[CH:28][C:27]([C:30]2[C:31]([C:36]#[N:37])=[CH:32][CH:33]=[CH:34][CH:35]=2)=[CH:26][C:25]=1[F:38])[CH2:14][CH2:15][CH3:16]. Product: [CH2:13]([C:17]1[N:18]=[C:19]([CH3:49])[N:20]([C:40]2[CH:45]=[CH:44][CH:43]=[C:42]([CH:46]([OH:48])[CH3:47])[CH:41]=2)[C:21](=[O:39])[C:22]=1[CH2:23][C:24]1[CH:29]=[CH:28][C:27]([C:30]2[CH:35]=[CH:34][CH:33]=[CH:32][C:31]=2[C:36]2[NH:3][C:4](=[O:7])[O:5][N:37]=2)=[CH:26][C:25]=1[F:38])[CH2:14][CH2:15][CH3:16]. The catalyst class is: 69. (8) Reactant: [NH:1]1[CH:5]=[C:4]([NH:6][C:7]2[N:12]=[CH:11][C:10]([CH2:13][CH2:14][C:15]3[CH:16]=[C:17]([CH:22]=[C:23]([O:26][CH3:27])[C:24]=3[F:25])[C:18]([NH:20][CH3:21])=[O:19])=[CH:9][N:8]=2)[CH:3]=[N:2]1.C[Si]([N-][Si](C)(C)C)(C)C.[K+].[CH2:38]([S:40](Cl)(=[O:42])=[O:41])[CH3:39]. Product: [CH2:38]([S:40]([N:1]1[CH:5]=[C:4]([NH:6][C:7]2[N:8]=[CH:9][C:10]([CH2:13][CH2:14][C:15]3[CH:16]=[C:17]([CH:22]=[C:23]([O:26][CH3:27])[C:24]=3[F:25])[C:18]([NH:20][CH3:21])=[O:19])=[CH:11][N:12]=2)[CH:3]=[N:2]1)(=[O:42])=[O:41])[CH3:39]. The catalyst class is: 118.